From a dataset of Reaction yield outcomes from USPTO patents with 853,638 reactions. Predict the reaction yield, written as a fraction of the theoretical maximum amount of product (1.0 means a 100% yield; for example, 0.34 means a 34% yield). (1) The reactants are [NH:1]([C:8]1[N:9]([C:24]2[CH:29]=[CH:28][CH:27]=[CH:26][CH:25]=2)[C:10]2[C:15]([C:16](=[O:18])[CH:17]=1)=[C:14]([C:19]([F:22])([F:21])[F:20])[CH:13]=[C:12](Cl)[N:11]=2)[C:2]1[CH:7]=[CH:6][CH:5]=[CH:4][CH:3]=1.[CH:30]1[CH:35]=[CH:34][C:33](P([C:30]2[CH:35]=[CH:34][CH:33]=[CH:32][CH:31]=2)[C:30]2[CH:35]=[CH:34][CH:33]=[CH:32][CH:31]=2)=[CH:32][CH:31]=1.C1(B(O)O)C=CC=CC=1.C([O-])([O-])=O.[K+].[K+]. The catalyst is COCCOC.O.CC([O-])=O.CC([O-])=O.[Pd+2]. The product is [NH:1]([C:8]1[N:9]([C:24]2[CH:29]=[CH:28][CH:27]=[CH:26][CH:25]=2)[C:10]2[C:15]([C:16](=[O:18])[CH:17]=1)=[C:14]([C:19]([F:22])([F:21])[F:20])[CH:13]=[C:12]([C:30]1[CH:35]=[CH:34][CH:33]=[CH:32][CH:31]=1)[N:11]=2)[C:2]1[CH:7]=[CH:6][CH:5]=[CH:4][CH:3]=1. The yield is 0.410. (2) The reactants are Cl.Cl.[Cl:3][C:4]1[CH:5]=[N:6][C:7]2[NH:8][C:9]3[CH:10]=[CH:11][CH:12]=[C:13]([CH:26]=3)[CH2:14][CH2:15][C:16]3[CH:24]=[C:20]([NH:21][C:22]=1[N:23]=2)[CH:19]=[CH:18][C:17]=3[NH2:25].[CH:27]1([C:31](Cl)=[O:32])[CH2:30][CH2:29][CH2:28]1. No catalyst specified. The product is [ClH:3].[Cl:3][C:4]1[CH:5]=[N:6][C:7]2[NH:8][C:9]3[CH:10]=[CH:11][CH:12]=[C:13]([CH:26]=3)[CH2:14][CH2:15][C:16]3[CH:24]=[C:20]([NH:21][C:22]=1[N:23]=2)[CH:19]=[CH:18][C:17]=3[NH:25][C:31]([CH:27]1[CH2:30][CH2:29][CH2:28]1)=[O:32]. The yield is 0.400. (3) The reactants are [OH:1][C@@H:2]([CH2:7][N:8]([C:13]1[CH:18]=[CH:17][C:16]([O:19][C:20]2[CH:25]=[CH:24][C:23]([C:26]([F:29])([F:28])[F:27])=[CH:22][CH:21]=2)=[CH:15][CH:14]=1)[S:9]([CH3:12])(=[O:11])=[O:10])[C:3]([O:5]C)=[O:4].[Li+].[OH-].CCOC(C)=O.O.Cl. The catalyst is C1COCC1. The product is [OH:1][C@@H:2]([CH2:7][N:8]([C:13]1[CH:14]=[CH:15][C:16]([O:19][C:20]2[CH:21]=[CH:22][C:23]([C:26]([F:29])([F:27])[F:28])=[CH:24][CH:25]=2)=[CH:17][CH:18]=1)[S:9]([CH3:12])(=[O:10])=[O:11])[C:3]([OH:5])=[O:4]. The yield is 0.980. (4) The reactants are [CH3:1][O:2][C:3]([C:5]1[CH:10]=[C:9](Cl)[CH:8]=[CH:7][N:6]=1)=[O:4].[N-:12]=[N+:13]=[N-:14].[Na+]. The catalyst is CN(C)C=O.O.C(OCC)(=O)C. The product is [CH3:1][O:2][C:3]([C:5]1[CH:10]=[C:9]([N:12]=[N+:13]=[N-:14])[CH:8]=[CH:7][N:6]=1)=[O:4]. The yield is 0.720. (5) The reactants are C(O[C:6](=O)[NH:7][CH2:8][CH:9]([C:11]1[CH:16]=[CH:15][C:14]([F:17])=[CH:13][CH:12]=1)[OH:10])(C)(C)C.Cl[CH2:20]Cl. The catalyst is FC(F)(F)C(O)=O. The product is [F:17][C:14]1[CH:15]=[CH:16][C:11]([CH:9]2[O:10][CH2:20][CH2:6][NH:7][CH2:8]2)=[CH:12][CH:13]=1. The yield is 0.940.